From a dataset of Full USPTO retrosynthesis dataset with 1.9M reactions from patents (1976-2016). Predict the reactants needed to synthesize the given product. (1) Given the product [N+:21]([C:18]1[CH:19]=[CH:20][C:15]([N:14]=[N:13][C:11]2[CH:10]=[CH:9][C:8]3[O:24][C:30]4([C:31]5[CH:19]=[CH:20][CH:15]=[CH:16][CH:17]=5)[C:11]([CH3:12])([CH3:10])[C:29]5[C:28]([N:27]4[CH2:6][C:7]=3[CH:12]=2)=[CH:9][CH:8]=[CH:7][CH:6]=5)=[CH:16][CH:17]=1)([O-:23])=[O:22], predict the reactants needed to synthesize it. The reactants are: P(Br)(Br)Br.O[CH2:6][C:7]1[CH:12]=[C:11]([N:13]=[N:14][C:15]2[CH:20]=[CH:19][C:18]([N+:21]([O-:23])=[O:22])=[CH:17][CH:16]=2)[CH:10]=[CH:9][C:8]=1[OH:24].CC[N:27]([CH2:30][CH3:31])[CH2:28][CH3:29]. (2) Given the product [ClH:32].[ClH:32].[O:31]=[S:2]1(=[O:1])[CH2:6][CH2:5][CH2:4][N:3]1[CH2:7][C:8]1[N:13]=[CH:12][C:11]([C:14]([N:16]2[CH2:17][CH2:18][N:19]([C:22]3[C:27]([CH3:28])=[CH:26][C:25]([CH2:29][CH3:30])=[CH:24][N:23]=3)[CH2:20][CH2:21]2)=[O:15])=[CH:10][CH:9]=1, predict the reactants needed to synthesize it. The reactants are: [O:1]=[S:2]1(=[O:31])[CH2:6][CH2:5][CH2:4][N:3]1[CH2:7][C:8]1[N:13]=[CH:12][C:11]([C:14]([N:16]2[CH2:21][CH2:20][N:19]([C:22]3[C:27]([CH3:28])=[CH:26][C:25]([CH2:29][CH3:30])=[CH:24][N:23]=3)[CH2:18][CH2:17]2)=[O:15])=[CH:10][CH:9]=1.[ClH:32].C(O)C. (3) Given the product [N:34]1[N:35]=[CH:36][N:1]([C:2]2[CH:3]=[C:4]([CH:10]=[CH:11][CH:12]=2)[O:5][CH2:6][C:7]([OH:9])=[O:8])[CH:32]=1, predict the reactants needed to synthesize it. The reactants are: [NH2:1][C:2]1[CH:3]=[C:4]([CH:10]=[CH:11][CH:12]=1)[O:5][CH2:6][C:7]([OH:9])=[O:8].C1(C)C=CC=CC=1.O.C1(C)C=CC(S(O)(=O)=O)=CC=1.[CH:32]([NH:34][NH:35][CH:36]=O)=O. (4) Given the product [Cl:1][C:2]1[N:11]=[C:10]([NH:12][CH3:13])[C:9]2[CH2:8][CH2:7][CH2:6][C:5]([C:15]3[CH:20]=[CH:19][CH:18]=[CH:17][CH:16]=3)([OH:14])[C:4]=2[N:3]=1, predict the reactants needed to synthesize it. The reactants are: [Cl:1][C:2]1[N:11]=[C:10]([NH:12][CH3:13])[C:9]2[CH:8]=[CH:7][CH2:6][C:5]([C:15]3[CH:20]=[CH:19][CH:18]=[CH:17][CH:16]=3)([OH:14])[C:4]=2[N:3]=1. (5) The reactants are: F[C:2]1[CH:7]=[CH:6][CH:5]=[CH:4][C:3]=1[CH2:8][C:9](=[O:15])[C:10]([O:12][CH2:13][CH3:14])=[O:11].[CH3:16][O:17]C1C=C(C=CC=1)CBr.[Mg].C(OCC)(=O)C(OCC)=O. Given the product [CH3:16][O:17][C:7]1[CH:2]=[C:3]([CH2:8][C:9](=[O:15])[C:10]([O:12][CH2:13][CH3:14])=[O:11])[CH:4]=[CH:5][CH:6]=1, predict the reactants needed to synthesize it. (6) Given the product [ClH:26].[NH2:1][C@@H:2]([C:13]([NH2:15])=[O:14])[CH2:3][C:4]1[C:12]2[C:7](=[CH:8][CH:9]=[CH:10][CH:11]=2)[NH:6][CH:5]=1, predict the reactants needed to synthesize it. The reactants are: [NH:1](C(OCC1C=CC=CC=1)=O)[C@@H:2]([C:13]([NH2:15])=[O:14])[CH2:3][C:4]1[C:12]2[C:7](=[CH:8][CH:9]=[CH:10][CH:11]=2)[NH:6][CH:5]=1.[ClH:26].O.